This data is from Experimentally validated miRNA-target interactions with 360,000+ pairs, plus equal number of negative samples. The task is: Binary Classification. Given a miRNA mature sequence and a target amino acid sequence, predict their likelihood of interaction. (1) The miRNA is hsa-miR-6878-3p with sequence CUGGCCUCUUCUUUCUCCUAG. The protein sequence of the target gene is MGPFGALCLAWALLGVVRACPEPCACVDKYAHQFADCAYKELREVPEGLPANVTTLSLSANKITVLRRGAFVNVTQVTSLWLAHSEVRTVESGALAVLSQLKNLDLSHNLISNFPWSDLRNLSALQLLKMNHNRLGSLPRDALGALPDLRSLRINNNRLRTLEPGTFDALSALSHLQLYHNPFHCSCGLVWLQAWAASTRVSLPEPDSIACASPPELQGVPVHRLPALPCAPPSVRLSAEPPPEAPGTPLRAGLAFMLHCVAEGHPTPRLQWQLQIPGGTVVLVPPVLSKEEDGGDKVED.... Result: 0 (no interaction). (2) The miRNA is hsa-miR-4282 with sequence UAAAAUUUGCAUCCAGGA. The protein sequence of the target gene is MRIISRQIVLLFSGFWGLAMGAFPSSVQIGGLFIRNTDQEYTAFRLAIFLHNTSPNASEAPFNLVPHVDNIETANSFAVTNAFCSQYSRGVFAIFGLYDKRSVHTLTSFCSALHISLITPSFPTEGESQFVLQLRPSLRGALLSLLDHYEWNCFVFLYDTDRGYSILQAIMEKAGQNGWHVSAICVENFNDVSYRQLLEELDRRQEKKFVIDCEIERLQNILEQIVSVGKHVKGYHYIIANLGFKDISLERFIHGGANVTGFQLVDFNTPMVIKLMDRWKKLDQREYPGSETPPKYTSAL.... Result: 0 (no interaction). (3) The miRNA is hsa-miR-4735-3p with sequence AAAGGUGCUCAAAUUAGACAU. The protein sequence of the target gene is MADKTPGGSQKASSKTRSSDVHSSGSSDAHMDASGPSDSDMPSRTRPKSPRKHNYRNESARESLCDSPHQNLSRPLLENKLKAFSIGKMSTAKRTLSKKEQEELKKKEDEKAAAEIYEEFLAAFEGSDGNKVKTFVRGGVVNAAKEEHETDEKRGKIYKPSSRFADQKNPPNQSSNERPPSLLVIETKKPPLKKGEKEKKKSNLELFKEELKQIQEERDERHKTKGRLSRFEPPQSDSDGQRRSMDAPSRRNRSSGVLDDYAPGSHDVGDPSTTNLYLGNINPQMNEEMLCQEFGRFGPL.... Result: 0 (no interaction). (4) The miRNA is mmu-miR-876-5p with sequence UGGAUUUCUCUGUGAAUCACUA. The protein sequence of the target gene is MASSHTVLMRLVASAYSIAQKAGTIVRCVIAEGDLGIVQKTSATDLQTKADRLVQMSICSSLARKFPKLTIIGEEDLPPGEVDQELIEDGQWEEILKQPCPSQYSAIKEEDLVVWVDPLDGTKEYTEGLLDNVTVLIGIAYEGKAIAGIINQPYYNYQAGPDAALGRTIWGVLGLGAFGFQLKEAPAGKHIITTTRSHSNQLVTDCISAMNPDTVLRVGGAGNKIIQLIEGKASAYVFASPGCKKWDTCAPEVILHAVGGKLTDIHGNALQYNKEVKHMNSAGVLAALRNYEYYASHVPE.... Result: 1 (interaction). (5) The miRNA is hsa-miR-149-3p with sequence AGGGAGGGACGGGGGCUGUGC. The protein sequence of the target gene is MRARPQVCEALLFALALHTGVCYGIKWLALSKTPAALALNQTQHCKQLEGLVSAQVQLCRSNLELMRTIVHAARGAMKACRRAFADMRWNCSSIELAPNYLLDLERGTRESAFVYALSAATISHTIARACTSGDLPGCSCGPVPGEPPGPGNRWGGCADNLSYGLLMGAKFSDAPMKVKKTGSQANKLMRLHNSEVGRQALRASLETKCKCHGVSGSCSIRTCWKGLQELQDVAADLKTRYLSATKVVHRPMGTRKHLVPKDLDIRPVKDSELVYLQSSPDFCMKNEKVGSHGTQDRQCN.... Result: 0 (no interaction). (6) The miRNA is hsa-miR-4657 with sequence AAUGUGGAAGUGGUCUGAGGCAU. The protein sequence of the target gene is MRLFYRLLKQPVPKQIERYSRFSPSPLSIKQFLDFGRDNACEKTSYMFLRKELPVRLANTMREVNLLPDNLLNRPSVGLVQSWYMQSFLELLEYENKSPEDPRVLDNFLNVLINIRNRHNDVVPTMAQGVIEYKEKFGFDPFISSNIQYFLDRFYTNRISFRMLINQHTLLFGGDTNPAHPKHIGSIDPTCNVADVVKDAYETAKMLCEQYYLVAPELEVEEFNAKAPNKPIQVVYVPSHLFHMLFELFKNSMRATVELHEDKKEGYPAVKTLVTLGKEDLSIKISDLGGGVPLRKIDRL.... Result: 0 (no interaction).